Dataset: Reaction yield outcomes from USPTO patents with 853,638 reactions. Task: Predict the reaction yield, written as a fraction of the theoretical maximum amount of product (1.0 means a 100% yield; for example, 0.34 means a 34% yield). (1) The reactants are Br[C:2]1[CH:7]=[CH:6][C:5](Br)=[CH:4][C:3]=1[F:9].[Li]CCCC.C(O[B:19]1[O:23][C:22]([CH3:25])([CH3:24])[C:21]([CH3:27])([CH3:26])[O:20]1)(C)C.[CH3:28][Si:29](Cl)([CH3:31])[CH3:30].[NH4+].[Cl-]. The catalyst is C1COCC1. The product is [F:9][C:3]1[CH:4]=[C:5]([Si:29]([CH3:31])([CH3:30])[CH3:28])[CH:6]=[CH:7][C:2]=1[B:19]1[O:23][C:22]([CH3:25])([CH3:24])[C:21]([CH3:27])([CH3:26])[O:20]1. The yield is 0.760. (2) The reactants are C[C:2]1(C)[C:14](=[CH2:15])[C:13](=[O:16])[C:12]2[C:11]3[C:6](=[CH:7][CH:8]=[CH:9][CH:10]=3)[N:5]([CH2:17][C:18]3[CH:27]=[CH:26][C:21]([C:22]([O:24][CH3:25])=[O:23])=[CH:20][CH:19]=3)[C:4]=2[CH2:3]1.[N:29]1([C:35]([O:37][C:38]([CH3:41])([CH3:40])[CH3:39])=[O:36])[CH2:34][CH2:33][NH:32][CH2:31][CH2:30]1. The catalyst is C1(C)C=CC=CC=1. The product is [CH3:25][O:24][C:22]([C:21]1[CH:20]=[CH:19][C:18]([CH2:17][N:5]2[C:4]3[CH2:3][CH2:2][CH:14]([CH2:15][N:32]4[CH2:33][CH2:34][N:29]([C:35]([O:37][C:38]([CH3:41])([CH3:40])[CH3:39])=[O:36])[CH2:30][CH2:31]4)[C:13](=[O:16])[C:12]=3[C:11]3[C:6]2=[CH:7][CH:8]=[CH:9][CH:10]=3)=[CH:27][CH:26]=1)=[O:23]. The yield is 0.400. (3) The reactants are [Br:1][CH2:2][CH2:3][CH2:4][CH2:5][CH2:6][C:7](O)=O.S(=O)(=O)(O)O.[NH2:15][NH:16][C:17]([NH2:19])=[S:18].N. No catalyst specified. The product is [Br:1][CH2:2][CH2:3][CH2:4][CH2:5][CH2:6][C:7]1[S:18][C:17]([NH2:19])=[N:16][N:15]=1. The yield is 0.590. (4) The reactants are [Cl:1][C:2]1[CH:7]=[C:6]([Cl:8])[CH:5]=[CH:4][C:3]=1[CH3:9].[N+:10]([O-])([OH:12])=[O:11]. The catalyst is S(=O)(=O)(O)O. The product is [Cl:1][C:2]1[CH:7]=[C:6]([Cl:8])[C:5]([N+:10]([O-:12])=[O:11])=[CH:4][C:3]=1[CH3:9]. The yield is 0.800. (5) The reactants are [Br:1][C:2]1[CH:3]=[C:4]2[C:9](=[CH:10][CH:11]=1)[N:8]([CH2:12][CH2:13]Cl)[CH2:7][CH2:6][CH2:5]2.[I-:15].[Na+]. The catalyst is CC(C)=O. The product is [Br:1][C:2]1[CH:3]=[C:4]2[C:9](=[CH:10][CH:11]=1)[N:8]([CH2:12][CH2:13][I:15])[CH2:7][CH2:6][CH2:5]2. The yield is 0.910. (6) The reactants are Cl.[C:2]([NH:6][NH2:7])([CH3:5])([CH3:4])[CH3:3].O=[C:9]([CH3:12])[CH:10]=O.[CH:13]([CH:15]=[O:16])=O.[O:17]=[C:18]1[CH2:23][CH2:22][N:21]([C:24]([O:26][C:27]([CH3:30])([CH3:29])[CH3:28])=[O:25])[CH2:20][CH2:19]1.N1CCCC1.Cl. The catalyst is O.CO. The product is [C:2]([N:6]1[CH:12]=[C:9]2[O:17][C:18]3([CH2:13][C:15](=[O:16])[C:10]2=[N:7]1)[CH2:19][CH2:20][N:21]([C:24]([O:26][C:27]([CH3:30])([CH3:29])[CH3:28])=[O:25])[CH2:22][CH2:23]3)([CH3:5])([CH3:4])[CH3:3]. The yield is 0.590. (7) The reactants are [NH:1]1[CH:5]=[CH:4][CH:3]=[N:2]1.C(=O)([O-])[O-].[K+].[K+].CN(C)C=O.[CH:17]([C:21]1[C:22]([NH:32][CH2:33][C:34]([F:37])([F:36])[F:35])=[N:23][C:24](S(C)(=O)=O)=[N:25][C:26]=1[Cl:27])([CH2:19][CH3:20])[CH3:18]. The catalyst is O. The product is [CH:17]([C:21]1[C:22]([NH:32][CH2:33][C:34]([F:35])([F:36])[F:37])=[N:23][C:24]([N:1]2[CH:5]=[CH:4][CH:3]=[N:2]2)=[N:25][C:26]=1[Cl:27])([CH2:19][CH3:20])[CH3:18]. The yield is 0.610. (8) The reactants are [Cl:1][C:2]1[C:7]([N:8]2[CH2:13][CH2:12][CH:11]([C:14]3[CH:19]=[CH:18][CH:17]=[CH:16][CH:15]=3)[CH2:10][CH2:9]2)=[CH:6][N:5]=[N:4][C:3]=1[NH:20][NH:21][C:22](=O)[CH2:23][CH:24]1[CH2:26][CH2:25]1.P(Cl)(Cl)(Cl)=O. The catalyst is C(#N)C. The product is [Cl:1][C:2]1[C:3]2[N:4]([C:22]([CH2:23][CH:24]3[CH2:26][CH2:25]3)=[N:21][N:20]=2)[N:5]=[CH:6][C:7]=1[N:8]1[CH2:13][CH2:12][CH:11]([C:14]2[CH:19]=[CH:18][CH:17]=[CH:16][CH:15]=2)[CH2:10][CH2:9]1. The yield is 0.463.